The task is: Binary Classification. Given a drug SMILES string, predict its activity (active/inactive) in a high-throughput screening assay against a specified biological target.. This data is from Cav3 T-type calcium channel HTS with 100,875 compounds. (1) The molecule is Clc1ccc(OCCN2CCN(CC2)c2ncnc3sccc23)cc1. The result is 0 (inactive). (2) The drug is P1(=O)(Nc2ncccn2)COc2c(OC1)cccc2. The result is 0 (inactive). (3) The drug is Clc1ccc(S(=O)(=O)CCc2sc3c(n2)cccc3)cc1. The result is 0 (inactive). (4) The compound is Clc1c(S(=O)(=O)N2CCN(CC2)c2c(c(ccc2)C)C)cc(OCC(=O)N)c(c1)C. The result is 0 (inactive).